From a dataset of Full USPTO retrosynthesis dataset with 1.9M reactions from patents (1976-2016). Predict the reactants needed to synthesize the given product. (1) Given the product [O:1]1[CH2:6][CH2:5][CH2:4][CH2:3][CH:2]1[O:7][CH2:8][C@H:9]1[CH2:14][CH2:13][CH2:12][C@@H:11]([CH2:15][OH:16])[CH2:10]1, predict the reactants needed to synthesize it. The reactants are: [O:1]1[CH2:6][CH2:5][CH2:4][CH2:3][CH:2]1[O:7][CH2:8][C@H:9]1[CH2:14][CH2:13][CH2:12][C@@H:11]([C:15](OC(C)C)=[O:16])[CH2:10]1.[H-].[Al+3].[Li+].[H-].[H-].[H-].[OH-].[K+]. (2) Given the product [C:1]([N:4]([C:21]([O:23][C:24]([CH3:27])([CH3:26])[CH3:25])=[O:22])[N:5]1[CH2:10][C:9]([CH:11]=[O:12])=[N:8][N:7]([C:13]([O:15][C:16]([CH3:17])([CH3:18])[CH3:19])=[O:14])[C:6]1=[O:20])(=[O:3])[CH3:2], predict the reactants needed to synthesize it. The reactants are: [C:1]([N:4]([C:21]([O:23][C:24]([CH3:27])([CH3:26])[CH3:25])=[O:22])[N:5]1[CH2:10][C:9]([CH2:11][OH:12])=[N:8][N:7]([C:13]([O:15][C:16]([CH3:19])([CH3:18])[CH3:17])=[O:14])[C:6]1=[O:20])(=[O:3])[CH3:2]. (3) Given the product [Cl:1][C:2]1[C:7]([F:8])=[CH:6][CH:5]=[C:4]([Cl:9])[C:3]=1[C@H:10]([O:12][C:13]1[C:14]([NH2:19])=[N:15][CH:16]=[CH:17][CH:18]=1)[CH3:11], predict the reactants needed to synthesize it. The reactants are: [Cl:1][C:2]1[C:7]([F:8])=[CH:6][CH:5]=[C:4]([Cl:9])[C:3]=1[C@H:10]([O:12][C:13]1[C:14]([N+:19]([O-])=O)=[N:15][CH:16]=[CH:17][CH:18]=1)[CH3:11]. (4) The reactants are: [C:1]([O:5][C:6]([N:8]1[CH2:13][CH2:12][CH:11]([CH2:14][O:15][CH2:16][CH:17]([NH2:25])[C:18]2[CH:23]=[CH:22][CH:21]=[CH:20][C:19]=2[Cl:24])[CH2:10][CH2:9]1)=[O:7])([CH3:4])([CH3:3])[CH3:2].[Cl:26][C:27]1[CH:28]=[C:29]2[C:33](=[CH:34][CH:35]=1)[NH:32][C:31]([C:36](O)=[O:37])=[CH:30]2. Given the product [C:1]([O:5][C:6]([N:8]1[CH2:9][CH2:10][CH:11]([CH2:14][O:15][CH2:16][CH:17]([NH:25][C:36]([C:31]2[NH:32][C:33]3[C:29]([CH:30]=2)=[CH:28][C:27]([Cl:26])=[CH:35][CH:34]=3)=[O:37])[C:18]2[CH:23]=[CH:22][CH:21]=[CH:20][C:19]=2[Cl:24])[CH2:12][CH2:13]1)=[O:7])([CH3:4])([CH3:2])[CH3:3], predict the reactants needed to synthesize it. (5) Given the product [Br:5][CH2:6][CH2:7][CH2:8][CH2:9][CH2:10][C:11]([O:12][CH2:16][C:17]#[CH:18])=[O:4], predict the reactants needed to synthesize it. The reactants are: C([OH:4])C#C.[Br:5][CH2:6][CH2:7][CH2:8][CH2:9][CH2:10][C:11](Cl)=[O:12].Cl.N1C=C[CH:18]=[CH:17][CH:16]=1. (6) Given the product [C:61]([C:63]1[CH:71]=[CH:70][C:66]([C:67]([NH:17][CH2:18][C:19](=[O:20])[N:21]2[CH2:22][CH2:23][N:24]([C:27](=[O:38])[C:28]3[CH:33]=[CH:32][CH:31]=[CH:30][C:29]=3[C:34]([F:37])([F:35])[F:36])[CH2:25][CH2:26]2)=[O:68])=[CH:65][CH:64]=1)#[N:62], predict the reactants needed to synthesize it. The reactants are: CCN(C(C)C)C(C)C.OC(C(F)(F)F)=O.[NH2:17][CH2:18][C:19]([N:21]1[CH2:26][CH2:25][N:24]([C:27](=[O:38])[C:28]2[CH:33]=[CH:32][CH:31]=[CH:30][C:29]=2[C:34]([F:37])([F:36])[F:35])[CH2:23][CH2:22]1)=[O:20].C1C=CC2N(O)N=NC=2C=1.CCN=C=NCCCN(C)C.Cl.[C:61]([C:63]1[CH:71]=[CH:70][C:66]([C:67](O)=[O:68])=[CH:65][CH:64]=1)#[N:62]. (7) Given the product [CH3:11][C:12]1([CH2:24][CH:25]=[O:26])[C:21]2[C:16](=[CH:17][CH:18]=[C:19]([S:22][CH3:23])[CH:20]=2)[O:15][CH2:14][CH2:13]1, predict the reactants needed to synthesize it. The reactants are: C(Cl)(=O)C(Cl)=O.CS(C)=O.[CH3:11][C:12]1([CH2:24][CH2:25][OH:26])[C:21]2[C:16](=[CH:17][CH:18]=[C:19]([S:22][CH3:23])[CH:20]=2)[O:15][CH2:14][CH2:13]1.C(N(CC)CC)C. (8) Given the product [CH2:33]([N:21]1[CH:22]=[C:23]([C:25]2[CH:30]=[CH:29][C:28]([Cl:31])=[CH:27][C:26]=2[Cl:32])[N:24]=[C:20]1[C@@H:19]([NH:37][C:50](=[O:52])[CH2:49][C:42]1[CH:43]=[C:44]([O:47][CH3:48])[CH:45]=[CH:46][C:41]=1[O:40][CH3:39])[CH2:18][C:15]1[CH:16]=[CH:17][C:12]([O:11][C:8]2[CH:9]=[CH:10][C:5]([C:4]([OH:38])=[O:3])=[CH:6][CH:7]=2)=[CH:13][CH:14]=1)[CH2:34][CH2:35][CH3:36], predict the reactants needed to synthesize it. The reactants are: Cl.C[O:3][C:4](=[O:38])[C:5]1[CH:10]=[CH:9][C:8]([O:11][C:12]2[CH:17]=[CH:16][C:15]([CH2:18][C@H:19]([NH2:37])[C:20]3[N:21]([CH2:33][CH2:34][CH2:35][CH3:36])[CH:22]=[C:23]([C:25]4[CH:30]=[CH:29][C:28]([Cl:31])=[CH:27][C:26]=4[Cl:32])[N:24]=3)=[CH:14][CH:13]=2)=[CH:7][CH:6]=1.[CH3:39][O:40][C:41]1[CH:46]=[CH:45][C:44]([O:47][CH3:48])=[CH:43][C:42]=1[CH2:49][C:50]([OH:52])=O.